Dataset: Forward reaction prediction with 1.9M reactions from USPTO patents (1976-2016). Task: Predict the product of the given reaction. (1) Given the reactants CO[CH:3](OC)[CH2:4][O:5][C:6]1[CH:7]=[C:8]([C:13]2[CH:18]=[CH:17][C:16]([O:19][CH3:20])=[CH:15][CH:14]=2)[CH:9]=[CH:10][C:11]=1[CH3:12], predict the reaction product. The product is: [CH3:20][O:19][C:16]1[CH:17]=[CH:18][C:13]([C:8]2[C:7]3[CH:3]=[CH:4][O:5][C:6]=3[C:11]([CH3:12])=[CH:10][CH:9]=2)=[CH:14][CH:15]=1. (2) Given the reactants [F-].C([N+](CCCC)(CCCC)CCCC)CCC.[Si]([O:26][CH2:27][C@@H:28]1[C:36]2[C:31](=[CH:32][CH:33]=[CH:34][CH:35]=2)[CH2:30][C@H:29]1[NH:37][C:38](=[O:44])[O:39][C:40]([CH3:43])([CH3:42])[CH3:41])(C(C)(C)C)(C)C, predict the reaction product. The product is: [OH:26][CH2:27][C@@H:28]1[C:36]2[C:31](=[CH:32][CH:33]=[CH:34][CH:35]=2)[CH2:30][C@H:29]1[NH:37][C:38](=[O:44])[O:39][C:40]([CH3:42])([CH3:41])[CH3:43].